From a dataset of Full USPTO retrosynthesis dataset with 1.9M reactions from patents (1976-2016). Predict the reactants needed to synthesize the given product. (1) The reactants are: [CH2:1]([S:3](Cl)(=[O:5])=[O:4])[CH3:2].[NH:7]1[CH:11]=[CH:10][CH:9]=[C:8]1[C:12]#[N:13].[Cl-].[Na+]. Given the product [CH2:1]([S:3]([N:7]1[CH:11]=[CH:10][CH:9]=[C:8]1[C:12]#[N:13])(=[O:5])=[O:4])[CH3:2], predict the reactants needed to synthesize it. (2) The reactants are: [N+:1]([C:4]1[CH:9]=[CH:8][C:7]([C:10]2[CH:15]=[CH:14][C:13]([C:16]([F:19])([F:18])[F:17])=[CH:12][CH:11]=2)=[CH:6][C:5]=1[C:20]#[N:21])([O-:3])=[O:2].O.Cl. Given the product [N+:1]([C:4]1[CH:9]=[CH:8][C:7]([C:10]2[CH:11]=[CH:12][C:13]([C:16]([F:17])([F:18])[F:19])=[CH:14][CH:15]=2)=[CH:6][C:5]=1[CH2:20][NH2:21])([O-:3])=[O:2], predict the reactants needed to synthesize it. (3) The reactants are: [F:1][C:2]1[CH:3]=[C:4]([NH2:10])[CH:5]=[CH:6][C:7]=1[O:8][CH3:9].[C:11]([OH:19])(=[O:18])[C:12]([CH2:14][C:15](O)=[O:16])=[CH2:13]. Given the product [F:1][C:2]1[CH:3]=[C:4]([N:10]2[C:15](=[O:16])[CH2:14][CH:12]([C:11]([OH:19])=[O:18])[CH2:13]2)[CH:5]=[CH:6][C:7]=1[O:8][CH3:9], predict the reactants needed to synthesize it.